This data is from Forward reaction prediction with 1.9M reactions from USPTO patents (1976-2016). The task is: Predict the product of the given reaction. (1) Given the reactants [P:1](Cl)(Cl)([O:3][C:4]1[CH:9]=[CH:8][CH:7]=[CH:6][CH:5]=1)=[O:2].[NH2:12][C@@H:13]([CH3:21])[C:14]([O:16][CH2:17][CH2:18][CH2:19][CH3:20])=[O:15].CCN(CC)CC.[F:29][C:30]1[C:35]([F:36])=[C:34]([F:37])[C:33]([F:38])=[C:32]([F:39])[C:31]=1[OH:40], predict the reaction product. The product is: [F:29][C:30]1[C:35]([F:36])=[C:34]([F:37])[C:33]([F:38])=[C:32]([F:39])[C:31]=1[O:40][P:1]([NH:12][C@@H:13]([CH3:21])[C:14]([O:16][CH2:17][CH2:18][CH2:19][CH3:20])=[O:15])([O:3][C:4]1[CH:9]=[CH:8][CH:7]=[CH:6][CH:5]=1)=[O:2]. (2) The product is: [Cl:3][C:4]1[N:5]=[C:6]2[CH:11]=[CH:10][CH:9]=[CH:8][N:7]2[C:12]=1[CH2:13][OH:14]. Given the reactants [BH4-].[Na+].[Cl:3][C:4]1[N:5]=[C:6]2[CH:11]=[CH:10][CH:9]=[CH:8][N:7]2[C:12]=1[CH:13]=[O:14].O, predict the reaction product. (3) Given the reactants [CH2:1]([C:5]1([CH2:18][CH2:19][C:20](=[O:22])[CH3:21])[CH2:13][C:12]2[C:7](=[CH:8][CH:9]=[C:10]([O:15][CH3:16])[C:11]=2[CH3:14])[C:6]1=O)[CH2:2][CH2:3][CH3:4].C(O)(=O)C.N1CCCC1, predict the reaction product. The product is: [CH2:1]([C:5]12[CH2:18][CH2:19][C:20](=[O:22])[CH:21]=[C:6]1[C:7]1[C:12](=[C:11]([CH3:14])[C:10]([O:15][CH3:16])=[CH:9][CH:8]=1)[CH2:13]2)[CH2:2][CH2:3][CH3:4]. (4) Given the reactants [Na:1].[CH3:2][C:3]1[C:4]([CH2:20][S:21]([C:23]2[NH:27][C:26]3[CH:28]=[CH:29][CH:30]=[CH:31][C:25]=3[N:24]=2)=[O:22])=[N:5][CH:6]=[CH:7][C:8]=1[O:9][CH2:10][C:11]12[CH2:18][O:17][C:14]([CH3:19])([O:15][CH2:16]1)[O:13][CH2:12]2.[CH:32]1(C23OCC(CO)(CO2)CO3)C[CH2:33]1, predict the reaction product. The product is: [Na:1].[CH:19]1([C:14]23[O:15][CH2:16][C:11]([CH2:10][O:9][C:8]4[CH:7]=[CH:6][N:5]=[C:4]([CH2:20][S:21]([C:23]5[NH:24][C:25]6[CH:31]=[CH:30][CH:29]=[CH:28][C:26]=6[N:27]=5)=[O:22])[C:3]=4[CH3:2])([CH2:12][O:13]2)[CH2:18][O:17]3)[CH2:33][CH2:32]1. (5) Given the reactants [H-].[Na+].[CH3:3][C:4]1[C:8]([C:9]([O:11]CC)=[O:10])=[C:7]([CH3:14])[NH:6][N:5]=1.[H][H].Br[CH2:18][CH2:19][O:20][CH3:21], predict the reaction product. The product is: [CH3:21][O:20][CH2:19][CH2:18][N:6]1[C:7]([CH3:14])=[C:8]([C:9]([OH:11])=[O:10])[C:4]([CH3:3])=[N:5]1. (6) Given the reactants Br[CH2:2][C:3]1[CH:24]=[CH:23][C:6]([C:7]([NH:9][C:10]2[CH:15]=[CH:14][C:13]([Cl:16])=[C:12]([C:17]3[CH:22]=[CH:21][CH:20]=[CH:19][N:18]=3)[CH:11]=2)=[O:8])=[CH:5][CH:4]=1.[CH3:25][N:26]1[CH2:31][CH2:30][NH:29][CH2:28][CH2:27]1, predict the reaction product. The product is: [Cl:16][C:13]1[CH:14]=[CH:15][C:10]([NH:9][C:7](=[O:8])[C:6]2[CH:23]=[CH:24][C:3]([CH2:2][N:29]3[CH2:30][CH2:31][N:26]([CH3:25])[CH2:27][CH2:28]3)=[CH:4][CH:5]=2)=[CH:11][C:12]=1[C:17]1[CH:22]=[CH:21][CH:20]=[CH:19][N:18]=1. (7) Given the reactants [CH3:1][C:2]1[C:7]([N+:8]([O-])=O)=[CH:6][CH:5]=[C:4]([O:11][CH:12]2[CH2:16][CH2:15][N:14]([C:17](=[O:20])[CH2:18][CH3:19])[CH2:13]2)[N:3]=1, predict the reaction product. The product is: [CH3:1][C:2]1[C:7]([NH2:8])=[CH:6][CH:5]=[C:4]([O:11][CH:12]2[CH2:16][CH2:15][N:14]([C:17](=[O:20])[CH2:18][CH3:19])[CH2:13]2)[N:3]=1.